This data is from Reaction yield outcomes from USPTO patents with 853,638 reactions. The task is: Predict the reaction yield, written as a fraction of the theoretical maximum amount of product (1.0 means a 100% yield; for example, 0.34 means a 34% yield). (1) The reactants are [CH2:1]([O:8][NH:9][C:10](=[O:29])[CH2:11][C@H:12]([C:22]1[O:23][CH:24]=[C:25]([CH:27]=O)[N:26]=1)[CH2:13][CH2:14][CH2:15][CH:16]1[CH2:21][CH2:20][CH2:19][CH2:18][CH2:17]1)[C:2]1[CH:7]=[CH:6][CH:5]=[CH:4][CH:3]=1.[CH:30]1([NH2:35])[CH2:34][CH2:33][CH2:32][CH2:31]1. No catalyst specified. The product is [CH2:1]([O:8][NH:9][C:10](=[O:29])[CH2:11][C@H:12]([C:22]1[O:23][CH:24]=[C:25]([CH2:27][NH:35][CH:30]2[CH2:34][CH2:33][CH2:32][CH2:31]2)[N:26]=1)[CH2:13][CH2:14][CH2:15][CH:16]1[CH2:17][CH2:18][CH2:19][CH2:20][CH2:21]1)[C:2]1[CH:7]=[CH:6][CH:5]=[CH:4][CH:3]=1. The yield is 0.480. (2) The reactants are Br[C:2]1[CH:3]=[C:4]2[C:9](=[C:10]([O:12]COCC[Si](C)(C)C)[CH:11]=1)[N:8]=[CH:7][N:6](COCC[Si](C)(C)C)[C:5]2=[O:29].[Br-].[CH:31]1([Zn+])[CH2:35][CH2:34][CH2:33][CH2:32]1. The catalyst is C1COCC1.CC(C)([P](C(C)(C)C)([Pd][P](C(C)(C)C)(C(C)(C)C)C(C)(C)C)C(C)(C)C)C. The product is [CH:31]1([C:2]2[CH:3]=[C:4]3[C:9](=[C:10]([OH:12])[CH:11]=2)[N:8]=[CH:7][NH:6][C:5]3=[O:29])[CH2:35][CH2:34][CH2:33][CH2:32]1. The yield is 0.200.